Dataset: Reaction yield outcomes from USPTO patents with 853,638 reactions. Task: Predict the reaction yield, written as a fraction of the theoretical maximum amount of product (1.0 means a 100% yield; for example, 0.34 means a 34% yield). (1) The reactants are CO.[CH3:3][C:4]1([CH3:36])[N:8]([C:9]([O:11][C:12]([CH3:15])([CH3:14])[CH3:13])=[O:10])[C@H:7]2[CH2:16][S:17]/[C:18](=[CH:19]/[CH2:20][CH2:21][CH2:22][C:23](=[O:35])[O:24]CC3(C)COC(C)(C)OC3)/[C@H:6]2[O:5]1.[H][H].[OH-].[Li+]. The catalyst is [OH-].[OH-].[Pd+2].C(#N)C.O. The product is [C:12]([O:11][C:9]([N:8]1[C@H:7]2[CH2:16][S:17][C@@H:18]([CH2:19][CH2:20][CH2:21][CH2:22][C:23]([OH:35])=[O:24])[C@H:6]2[O:5][C:4]1([CH3:36])[CH3:3])=[O:10])([CH3:15])([CH3:13])[CH3:14]. The yield is 0.380. (2) The reactants are Cl.[Cl:2][C:3]1[CH:10]=[CH:9][C:8]([N+:11]([O-])=O)=[CH:7][C:4]=1[C:5]#[N:6].O.O.Cl[Sn]Cl.[OH-].[Na+]. The catalyst is C(O)(C)C. The product is [NH2:11][C:8]1[CH:9]=[CH:10][C:3]([Cl:2])=[C:4]([CH:7]=1)[C:5]#[N:6]. The yield is 0.910. (3) The reactants are [NH2:1][C:2]1[CH:3]=[C:4]([CH:8]=[C:9]([CH:11]2[CH2:16][CH2:15][O:14][CH2:13][CH2:12]2)[CH:10]=1)[C:5]([OH:7])=[O:6].[CH3:17][O:18][C:19]1[N:24]=[C:23]([O:25][CH3:26])[C:22]([C:27]2[CH:36]=[C:35]3[C:30]([C:31](Cl)=[C:32]([C:37]([NH2:39])=[O:38])[CH:33]=[N:34]3)=[CH:29][CH:28]=2)=[CH:21][N:20]=1. The catalyst is C(O)(=O)C. The product is [NH2:39][C:37]([C:32]1[CH:33]=[N:34][C:35]2[C:30]([C:31]=1[NH:1][C:2]1[CH:3]=[C:4]([CH:8]=[C:9]([CH:11]3[CH2:16][CH2:15][O:14][CH2:13][CH2:12]3)[CH:10]=1)[C:5]([OH:7])=[O:6])=[CH:29][CH:28]=[C:27]([C:22]1[C:23]([O:25][CH3:26])=[N:24][C:19]([O:18][CH3:17])=[N:20][CH:21]=1)[CH:36]=2)=[O:38]. The yield is 0.195. (4) The reactants are [NH2:1][C:2]1[CH:10]=[CH:9][CH:8]=[C:7]2[C:3]=1[CH2:4][CH2:5][CH:6]2[N:11]1[CH:16]=[CH:15][CH:14]=[C:13]([C:17]([NH:19][C:20]2[CH:25]=[CH:24][N:23]=[CH:22][CH:21]=2)=[O:18])[C:12]1=[O:26].[C:27](Cl)(=[O:29])[CH3:28].CCN(CC)CC. The catalyst is C(Cl)Cl. The product is [C:27]([NH:1][C:2]1[CH:10]=[CH:9][CH:8]=[C:7]2[C:3]=1[CH2:4][CH2:5][CH:6]2[N:11]1[CH:16]=[CH:15][CH:14]=[C:13]([C:17]([NH:19][C:20]2[CH:25]=[CH:24][N:23]=[CH:22][CH:21]=2)=[O:18])[C:12]1=[O:26])(=[O:29])[CH3:28]. The yield is 0.590. (5) The reactants are [CH3:1][CH:2]1[CH:6]=[CH:5][C:4]([C:9]2[CH:14]=[CH:13][CH:12]=[CH:11][CH:10]=2)(C=O)[O:3]1.[CH:15]1([Mg]Br)CCC1.[O:21]1[CH2:25][CH2:24][CH2:23][CH2:22]1.Cl.O. The catalyst is O1CCCC1. The product is [CH3:22][CH:23]([CH3:15])[CH2:24][CH:25]([C:6]1[CH:5]=[C:4]([C:9]2[CH:10]=[CH:11][CH:12]=[CH:13][CH:14]=2)[O:3][C:2]=1[CH3:1])[OH:21]. The yield is 0.870. (6) The reactants are [CH3:1][C:2]1[CH:7]=[C:6]([O:8][CH2:9][C:10]2[CH:15]=[CH:14][CH:13]=[CH:12][CH:11]=2)[CH:5]=[CH:4][C:3]=1B(O)O.[CH2:19]([O:21][C:22]([C:24]1[S:34][C:27]2[N:28]=[C:29]([NH2:33])[N:30]=[C:31](Cl)[C:26]=2[CH:25]=1)=[O:23])[CH3:20].C([O-])(O)=O.[Na+]. The catalyst is CN(C=O)C. The product is [CH2:19]([O:21][C:22]([C:24]1[S:34][C:27]2[N:28]=[C:29]([NH2:33])[N:30]=[C:31]([C:3]3[CH:4]=[CH:5][C:6]([O:8][CH2:9][C:10]4[CH:15]=[CH:14][CH:13]=[CH:12][CH:11]=4)=[CH:7][C:2]=3[CH3:1])[C:26]=2[CH:25]=1)=[O:23])[CH3:20]. The yield is 0.710. (7) The reactants are [ClH:1].[N:2]1[CH:7]=[CH:6][CH:5]=[CH:4][C:3]=1[C:8]#[C:9][CH2:10][CH2:11][N:12]1[N:16]=[C:15]2[CH:17]=[CH:18][CH:19]=[CH:20][C:14]2=[N:13]1. The catalyst is O1CCOCC1. The product is [ClH:1].[N:2]1[CH:7]=[CH:6][CH:5]=[CH:4][C:3]=1[C:8]#[C:9][CH2:10][CH2:11][N:12]1[N:16]=[C:15]2[CH:17]=[CH:18][CH:19]=[CH:20][C:14]2=[N:13]1. The yield is 0.600. (8) No catalyst specified. The reactants are [NH:1]1[CH:5]=[CH:4][CH:3]=C1.[H-].[Na+].Cl[C:9]1[CH:18]=[CH:17][C:12]([C:13]([O:15][CH3:16])=[O:14])=[CH:11][N:10]=1.O.C[N:21](C=O)C. The product is [N:1]1([C:9]2[CH:18]=[CH:17][C:12]([C:13]([O:15][CH3:16])=[O:14])=[CH:11][N:10]=2)[CH:5]=[CH:4][CH:3]=[N:21]1. The yield is 0.640. (9) The reactants are [F:1][C:2]1[CH:3]=[C:4]([CH:9]2[NH:14][C:13](=[O:15])[CH2:12][O:11][CH2:10]2)[CH:5]=[CH:6][C:7]=1[F:8].[H-].[Na+].Cl[C:19]([O:21][C:22]1[CH:27]=[CH:26][C:25]([N+:28]([O-:30])=[O:29])=[CH:24][CH:23]=1)=[O:20]. The catalyst is C1COCC1. The product is [N+:28]([C:25]1[CH:24]=[CH:23][C:22]([O:21][C:19]([N:14]2[C:13](=[O:15])[CH2:12][O:11][CH2:10][CH:9]2[C:4]2[CH:5]=[CH:6][C:7]([F:8])=[C:2]([F:1])[CH:3]=2)=[O:20])=[CH:27][CH:26]=1)([O-:30])=[O:29]. The yield is 0.510. (10) The reactants are OC1C=C(N[C:9]2[N:14]=[C:13]([NH:15][C:16]3[CH:21]=[CH:20][CH:19]=[C:18]([OH:22])[CH:17]=3)[C:12]([F:23])=[CH:11][N:10]=2)C=CC=1.[OH:24][C:25]1[C:26]([CH3:32])=[C:27]([CH:29]=[CH:30][CH:31]=1)[NH2:28].Cl[C:34]1N=C(Cl)C(F)=CN=1. No catalyst specified. The product is [OH:24][C:25]1[C:26]([CH3:32])=[C:27]([NH:28][C:9]2[N:14]=[C:13]([NH:15][C:16]3[CH:21]=[CH:20][CH:19]=[C:18]([OH:22])[C:17]=3[CH3:34])[C:12]([F:23])=[CH:11][N:10]=2)[CH:29]=[CH:30][CH:31]=1. The yield is 0.880.